Dataset: NCI-60 drug combinations with 297,098 pairs across 59 cell lines. Task: Regression. Given two drug SMILES strings and cell line genomic features, predict the synergy score measuring deviation from expected non-interaction effect. (1) Drug 1: CN(C)N=NC1=C(NC=N1)C(=O)N. Drug 2: CC1C(C(CC(O1)OC2CC(CC3=C2C(=C4C(=C3O)C(=O)C5=CC=CC=C5C4=O)O)(C(=O)C)O)N)O. Cell line: MDA-MB-231. Synergy scores: CSS=48.5, Synergy_ZIP=-9.18, Synergy_Bliss=-5.41, Synergy_Loewe=-3.26, Synergy_HSA=-1.91. (2) Drug 1: CCC1(CC2CC(C3=C(CCN(C2)C1)C4=CC=CC=C4N3)(C5=C(C=C6C(=C5)C78CCN9C7C(C=CC9)(C(C(C8N6C=O)(C(=O)OC)O)OC(=O)C)CC)OC)C(=O)OC)O.OS(=O)(=O)O. Drug 2: CC1=C(C(=CC=C1)Cl)NC(=O)C2=CN=C(S2)NC3=CC(=NC(=N3)C)N4CCN(CC4)CCO. Cell line: PC-3. Synergy scores: CSS=13.9, Synergy_ZIP=-1.18, Synergy_Bliss=5.09, Synergy_Loewe=1.71, Synergy_HSA=4.10. (3) Drug 1: C1CN1C2=NC(=NC(=N2)N3CC3)N4CC4. Drug 2: COC1=C2C(=CC3=C1OC=C3)C=CC(=O)O2. Cell line: UACC62. Synergy scores: CSS=31.3, Synergy_ZIP=0.888, Synergy_Bliss=1.43, Synergy_Loewe=-11.6, Synergy_HSA=2.31.